Dataset: Reaction yield outcomes from USPTO patents with 853,638 reactions. Task: Predict the reaction yield, written as a fraction of the theoretical maximum amount of product (1.0 means a 100% yield; for example, 0.34 means a 34% yield). (1) The reactants are [NH3:1].[N:2]([C:5]1[CH:10]=[CH:9][C:8]([C:11]2[O:15][N:14]=[C:13]([CH3:16])[N:12]=2)=[C:7]([O:17][CH3:18])[CH:6]=1)=[C:3]=[S:4]. The catalyst is CO. The product is [CH3:18][O:17][C:7]1[CH:6]=[C:5]([NH:2][C:3]([NH2:1])=[S:4])[CH:10]=[CH:9][C:8]=1[C:11]1[O:15][N:14]=[C:13]([CH3:16])[N:12]=1. The yield is 1.00. (2) The reactants are [CH2:1]([O:3][C:4]([C@@:6]12[CH2:24][C@H:23]1[CH:22]=[CH:21][CH2:20][CH2:19][CH2:18][CH2:17][CH2:16][C@H:15]([NH:25][C:26]([O:28][C:29]([CH3:32])([CH3:31])[CH3:30])=[O:27])[C:14](=[O:33])[N:13]1[C@@H:9]([CH2:10][C@@H:11]([OH:34])[CH2:12]1)[C:8](=[O:35])[NH:7]2)=[O:5])[CH3:2].C1N=CN([C:41]([N:43]2[CH:47]=N[CH:45]=[CH:44]2)=[O:42])C=1.C(Cl)Cl.CO.C1[C:62]2[C:57](=[CH:58][CH:59]=[CH:60][CH:61]=2)CCN1. The catalyst is C(Cl)Cl. The product is [CH2:1]([O:3][C:4]([C@@:6]12[CH2:24][C@H:23]1[CH:22]=[CH:21][CH2:20][CH2:19][CH2:18][CH2:17][CH2:16][C@H:15]([NH:25][C:26]([O:28][C:29]([CH3:31])([CH3:30])[CH3:32])=[O:27])[C:14](=[O:33])[N:13]1[C@@H:9]([CH2:10][C@@H:11]([O:34][C:41]([N:43]3[CH2:44][CH2:45][C:62]4[C:57](=[CH:58][CH:59]=[CH:60][CH:61]=4)[CH2:47]3)=[O:42])[CH2:12]1)[C:8](=[O:35])[NH:7]2)=[O:5])[CH3:2]. The yield is 0.900.